This data is from Drug-target binding data from BindingDB using IC50 measurements. The task is: Regression. Given a target protein amino acid sequence and a drug SMILES string, predict the binding affinity score between them. We predict pIC50 (pIC50 = -log10(IC50 in M); higher means more potent). Dataset: bindingdb_ic50. The compound is CCN1c2ncccc2C(=O)Nc2c(C)ccnc21. The target protein sequence is PISPIETVPVKLKPGMDGPKVKQWPLTEEKIKALVEICTEMEKEGKISKIGPENPYNTPVFAIKKKDSTKWRKLVDFRELNKRTQDFWEVQLGIPHPAGLKKRKSVTVLDVGDAYFSVPLDEDFRKYTAFTIPSINNETPGIRYQYNVLPQGWKGSPAIFQSSMTKILEPFRKQNPDIVIYQYMDDLYVGSDLEIGQHRTKIEELRQHLLRWGLTTPDKKHQKEPPFLWMGYELHPDKWTVQPIVLPEKDSWTVNDIQKLVGKLNWASQIYPGIRVRQLCKLLRGTKALTEVIPLTEEAELELAENREILKEPVHGVYYDPSKDLIAEIQKQGQGQWTYQIYQEPFKNLRTGKYARMRGAHTNDVKQLTEAVQKITTESIVIWGKTPKFKLPIQKETWETWWTEYWQATWIPEWEFVNTPPLVKLWYQLEKEPIVGAETFYVDGAANRETKLGKAGYVTNRGRQKVVTLTDTTNQKTELQAIYLALQDSGLEVNIVTDSQ.... The pIC50 is 5.8.